Predict the reaction yield, written as a fraction of the theoretical maximum amount of product (1.0 means a 100% yield; for example, 0.34 means a 34% yield). From a dataset of Reaction yield outcomes from USPTO patents with 853,638 reactions. The reactants are [CH3:1][C:2]1[CH:7]=[C:6]([C:8]2[O:12][N:11]=[C:10]([C:13]3C=CC(CO)=NC=3)[N:9]=2)[CH:5]=[CH:4][C:3]=1[C:21]1[CH:26]=[CH:25][CH:24]=[CH:23][C:22]=1[C:27]([F:30])([F:29])[F:28].CC[N:33]([CH:37]([CH3:39])[CH3:38])[CH:34]([CH3:36])C.CS([Cl:44])(=O)=O.O. The catalyst is C(Cl)Cl. The product is [Cl:44][CH2:39][C:37]1[CH:38]=[C:13]([C:10]2[N:9]=[C:8]([C:6]3[CH:5]=[CH:4][C:3]([C:21]4[CH:26]=[CH:25][CH:24]=[CH:23][C:22]=4[C:27]([F:30])([F:29])[F:28])=[C:2]([CH3:1])[CH:7]=3)[O:12][N:11]=2)[CH:36]=[CH:34][N:33]=1. The yield is 0.790.